Dataset: Catalyst prediction with 721,799 reactions and 888 catalyst types from USPTO. Task: Predict which catalyst facilitates the given reaction. (1) Reactant: [Cl:1][C:2]1[CH:3]=[C:4]([CH:8]=[N:9][C:10]([O:12][Si](C)(C)C)=[CH2:11])[CH:5]=[CH:6][CH:7]=1.C(OC([N:22]1[C:30]2[C:25](=[CH:26][CH:27]=[C:28]([Cl:31])[CH:29]=2)/[C:24](=[CH:32]/[C:33]2[CH:38]=[CH:37][CH:36]=[CH:35][CH:34]=2)/[C:23]1=[O:39])=O)C.CO.[OH-].[Na+]. Product: [Cl:31][C:28]1[CH:29]=[C:30]2[NH:22][C:23](=[O:39])[C:24]3([CH:32]([C:33]4[CH:34]=[CH:35][CH:36]=[CH:37][CH:38]=4)[CH2:12][C:10](=[O:11])[NH:9][CH:8]3[C:4]3[CH:5]=[CH:6][CH:7]=[C:2]([Cl:1])[CH:3]=3)[C:25]2=[CH:26][CH:27]=1. The catalyst class is: 11. (2) Reactant: [OH-].[Na+].[CH2:3]([O:6][C@@H:7]([CH3:25])[CH2:8][C@@H:9]([CH3:24])[CH:10]([NH:16][C:17]([O:19][C:20]([CH3:23])([CH3:22])[CH3:21])=[O:18])[C:11]([O:13]CC)=[O:12])[CH:4]=[CH2:5]. Product: [CH2:3]([O:6][C@@H:7]([CH3:25])[CH2:8][C@@H:9]([CH3:24])[CH:10]([NH:16][C:17]([O:19][C:20]([CH3:23])([CH3:22])[CH3:21])=[O:18])[C:11]([OH:13])=[O:12])[CH:4]=[CH2:5]. The catalyst class is: 72.